This data is from Reaction yield outcomes from USPTO patents with 853,638 reactions. The task is: Predict the reaction yield, written as a fraction of the theoretical maximum amount of product (1.0 means a 100% yield; for example, 0.34 means a 34% yield). (1) The reactants are [NH2:1][C:2]1[CH:3]=[C:4]([C:9]2[CH:10]=[CH:11][C:12]3[O:18][CH2:17][CH2:16][N:15]([C:19]([O:21][CH2:22][CH:23]=[CH2:24])=[O:20])[CH2:14][C:13]=3[CH:25]=2)[CH:5]=[CH:6][C:7]=1[NH2:8]. The catalyst is C(O)(=O)C. The product is [CH3:22][O:21][C:19]([NH:15][C:14]1[NH:8][C:7]2[CH:6]=[CH:5][C:4]([C:9]3[CH:10]=[CH:11][C:12]4[O:18][CH2:17][CH2:16][N:15]([C:19]([O:21][CH2:22][CH:23]=[CH2:24])=[O:20])[CH2:14][C:13]=4[CH:25]=3)=[CH:3][C:2]=2[N:1]=1)=[O:20]. The yield is 1.00. (2) The reactants are FC(F)(F)C([O-])=O.[F:8][C:9]1[C:10]([C:25]([NH:27][CH3:28])=[O:26])=[CH:11][C:12]2[NH:16][C:15](=[O:17])[N:14]([CH:18]3[CH2:23][CH2:22][NH2+:21][CH2:20][CH2:19]3)[C:13]=2[CH:24]=1.Cl[CH2:30][C:31]([CH:33]1[CH2:38][CH2:37][CH2:36][CH2:35][CH2:34]1)=[O:32]. The catalyst is CN(C=O)C.O. The product is [CH:33]1([C:31](=[O:32])[CH2:30][N:21]2[CH2:20][CH2:19][CH:18]([N:14]3[C:13]4[CH:24]=[C:9]([F:8])[C:10]([C:25]([NH:27][CH3:28])=[O:26])=[CH:11][C:12]=4[NH:16][C:15]3=[O:17])[CH2:23][CH2:22]2)[CH2:38][CH2:37][CH2:36][CH2:35][CH2:34]1. The yield is 0.214. (3) The reactants are [N+:1]([C:4]1[CH:5]=[CH:6][C:7](O)=[N:8][CH:9]=1)([O-:3])=[O:2].P(Cl)(Cl)(Cl)(Cl)[Cl:12]. The catalyst is P(Cl)(Cl)(Cl)=O. The yield is 0.890. The product is [Cl:12][C:7]1[CH:6]=[CH:5][C:4]([N+:1]([O-:3])=[O:2])=[CH:9][N:8]=1. (4) The reactants are [CH2:1]([Li])CCC.[CH3:6][O:7][C:8]([C:10]1[S:11][C:12]([C:28]2[CH:33]=[CH:32][CH:31]=[CH:30][CH:29]=2)=[CH:13][C:14]=1[N:15]([CH:25]([CH3:27])[CH3:26])[C:16]([CH:18]1[CH2:23][CH2:22][C:21](=O)[CH2:20][CH2:19]1)=[O:17])=[O:9]. The catalyst is [Br-].C[P+](C1C=CC=CC=1)(C1C=CC=CC=1)C1C=CC=CC=1.C1COCC1. The product is [CH3:6][O:7][C:8]([C:10]1[S:11][C:12]([C:28]2[CH:33]=[CH:32][CH:31]=[CH:30][CH:29]=2)=[CH:13][C:14]=1[N:15]([CH:25]([CH3:26])[CH3:27])[C:16]([CH:18]1[CH2:23][CH2:22][C:21](=[CH2:1])[CH2:20][CH2:19]1)=[O:17])=[O:9]. The yield is 0.430. (5) The reactants are [O:1]1[CH2:6][CH2:5][CH2:4][CH2:3][CH:2]1[O:7][CH2:8][CH2:9][C:10]#[C:11][CH2:12][OH:13].C(O)C.N1C(C)=CC=CC=1C. The catalyst is [Pd].CC([O-])=O.CC([O-])=O.[Pb+2].CCCCCC. The product is [O:1]1[CH2:6][CH2:5][CH2:4][CH2:3][CH:2]1[O:7][CH2:8][CH2:9][CH:10]=[CH:11][CH2:12][OH:13]. The yield is 0.990.